From a dataset of Ames mutagenicity test results for genotoxicity prediction. Regression/Classification. Given a drug SMILES string, predict its toxicity properties. Task type varies by dataset: regression for continuous values (e.g., LD50, hERG inhibition percentage) or binary classification for toxic/non-toxic outcomes (e.g., AMES mutagenicity, cardiotoxicity, hepatotoxicity). Dataset: ames. (1) The molecule is Oc1ccc(Cl)cc1Sc1cc(Cl)ccc1O. The result is 0 (non-mutagenic). (2) The compound is O=c1c(=O)c2c([N+](=O)[O-])ccc3ccc4cccc1c4c32. The result is 1 (mutagenic). (3) The compound is O=[N+]([O-])c1cc2[nH]c3ccc4ccc(O)cc4c3c2c2ccccc12. The result is 1 (mutagenic). (4) The drug is C1=Cc2c3ccc4cccc5ccc(c6cccc1c26)c3c45. The result is 1 (mutagenic). (5) The molecule is O=[N+]([O-])c1ccc(/C=C/c2ccc(Cl)cc2)cc1. The result is 1 (mutagenic). (6) The result is 0 (non-mutagenic). The drug is C/C=C/c1ccc2c(c1)OCO2. (7) The molecule is CC1CO1. The result is 1 (mutagenic). (8) The drug is O=C(OC[C@H]1CO1)c1cccc(C(=O)OC[C@H]2CO2)c1. The result is 1 (mutagenic).